Task: Regression. Given a peptide amino acid sequence and an MHC pseudo amino acid sequence, predict their binding affinity value. This is MHC class I binding data.. Dataset: Peptide-MHC class I binding affinity with 185,985 pairs from IEDB/IMGT (1) The peptide sequence is PIYKRGDM. The MHC is H-2-Kb with pseudo-sequence H-2-Kb. The binding affinity (normalized) is 0.118. (2) The peptide sequence is SDYLELDAI. The MHC is Patr-B2401 with pseudo-sequence Patr-B2401. The binding affinity (normalized) is 0.765.